Dataset: Forward reaction prediction with 1.9M reactions from USPTO patents (1976-2016). Task: Predict the product of the given reaction. (1) The product is: [ClH:1].[N:41]1([C:24](=[O:25])[CH2:23][NH:22][C:20](=[O:21])[C:19]2[CH:18]=[CH:17][C:16]([S:13](=[O:14])(=[O:15])[NH:12][C:7]3[CH:8]=[CH:9][CH:10]=[CH:11][C:6]=3[C:4](=[O:5])[C:3]3[CH:29]=[CH:30][C:31]([Cl:33])=[CH:32][C:2]=3[Cl:1])=[CH:28][CH:27]=2)[CH2:47][CH2:46][CH2:45][NH:44][CH2:43][CH2:42]1. Given the reactants [Cl:1][C:2]1[CH:32]=[C:31]([Cl:33])[CH:30]=[CH:29][C:3]=1[C:4]([C:6]1[CH:11]=[CH:10][CH:9]=[CH:8][C:7]=1[NH:12][S:13]([C:16]1[CH:28]=[CH:27][C:19]([C:20]([NH:22][CH2:23][C:24](O)=[O:25])=[O:21])=[CH:18][CH:17]=1)(=[O:15])=[O:14])=[O:5].C(OC([N:41]1[CH2:47][CH2:46][CH2:45][NH:44][CH2:43][CH2:42]1)=O)(C)(C)C, predict the reaction product. (2) The product is: [C:1]([C:3]1[C:8]2[C:9]([CH:12]=[O:13])=[CH:10][S:11][C:7]=2[CH:6]=[CH:5][CH:4]=1)#[N:2]. Given the reactants [C:1]([C:3]1[C:8]2[CH:9]=[CH:10][S:11][C:7]=2[CH:6]=[CH:5][CH:4]=1)#[N:2].[CH3:12][O:13]C(Cl)Cl.C([O-])(O)=O.[Na+], predict the reaction product.